From a dataset of Catalyst prediction with 721,799 reactions and 888 catalyst types from USPTO. Predict which catalyst facilitates the given reaction. Reactant: C(Cl)(=O)OC(Cl)C.C([N:15]1[CH2:20][CH2:19][C:18]([C:27]2[N:32]=[C:31]([Cl:33])[N:30]=[C:29]([N:34]3[CH2:39][CH2:38][O:37][CH2:36][CH2:35]3)[CH:28]=2)([S:21]([CH:24]2[CH2:26][CH2:25]2)(=[O:23])=[O:22])[CH2:17][CH2:16]1)C1C=CC=CC=1.[C:48](O[C:48]([O:50][C:51]([CH3:54])([CH3:53])[CH3:52])=[O:49])([O:50][C:51]([CH3:54])([CH3:53])[CH3:52])=[O:49].C(N(C(C)C)C(C)C)C. Product: [Cl:33][C:31]1[N:32]=[C:27]([C:18]2([S:21]([CH:24]3[CH2:26][CH2:25]3)(=[O:23])=[O:22])[CH2:19][CH2:20][N:15]([C:48]([O:50][C:51]([CH3:52])([CH3:53])[CH3:54])=[O:49])[CH2:16][CH2:17]2)[CH:28]=[C:29]([N:34]2[CH2:39][CH2:38][O:37][CH2:36][CH2:35]2)[N:30]=1. The catalyst class is: 61.